From a dataset of Forward reaction prediction with 1.9M reactions from USPTO patents (1976-2016). Predict the product of the given reaction. (1) The product is: [C:9]([N:11]=[C:12]([NH:6][C:5]1[CH:7]=[CH:8][C:2]([F:1])=[CH:3][CH:4]=1)[CH2:13][CH3:14])#[N:10]. Given the reactants [F:1][C:2]1[CH:8]=[CH:7][C:5]([NH2:6])=[CH:4][CH:3]=1.[C:9]([N:11]=[C:12](OCC)[CH2:13][CH3:14])#[N:10], predict the reaction product. (2) Given the reactants C[O:2][C:3](=[O:19])[CH:4]([C:9]1[C:14]([F:15])=[CH:13][CH:12]=[CH:11][C:10]=1[N+:16]([O-:18])=[O:17])C(OC)=O.Cl, predict the reaction product. The product is: [F:15][C:14]1[C:9]([CH2:4][C:3]([OH:19])=[O:2])=[C:10]([N+:16]([O-:18])=[O:17])[CH:11]=[CH:12][CH:13]=1. (3) Given the reactants [NH:1]([C:3]1[N:11]=[C:10]2[C:6]([N:7]=[CH:8][N:9]2[CH3:12])=[C:5]([NH:13][C:14]2[CH:19]=[CH:18][N:17]=[CH:16][CH:15]=2)[N:4]=1)[NH2:2].[CH3:20][C:21](=O)[CH2:22][C:23](=O)[CH3:24], predict the reaction product. The product is: [CH3:20][C:21]1[CH:22]=[C:23]([CH3:24])[N:1]([C:3]2[N:11]=[C:10]3[C:6]([N:7]=[CH:8][N:9]3[CH3:12])=[C:5]([NH:13][C:14]3[CH:19]=[CH:18][N:17]=[CH:16][CH:15]=3)[N:4]=2)[N:2]=1. (4) Given the reactants [CH2:1]([O:3][C:4](=[O:16])[C:5]([C:7]1[CH:12]=[CH:11][C:10]([S:13][CH3:14])=[C:9]([Cl:15])[CH:8]=1)=[O:6])[CH3:2].[BH4-].[Na+], predict the reaction product. The product is: [CH2:1]([O:3][C:4](=[O:16])[CH:5]([C:7]1[CH:12]=[CH:11][C:10]([S:13][CH3:14])=[C:9]([Cl:15])[CH:8]=1)[OH:6])[CH3:2]. (5) Given the reactants [N:1]([C@@H:4]1[C@@H:33]([O:34][CH2:35][C:36]2[CH:45]=[CH:44][C:43]3[C:38](=[CH:39][CH:40]=[CH:41][CH:42]=3)[CH:37]=2)[C@H:32]([OH:46])[C@@H:31]([CH2:47][O:48][CH2:49][C:50]2[CH:55]=[CH:54][CH:53]=[CH:52][CH:51]=2)[O:30][C@H:5]1[O:6][CH2:7][CH2:8][CH2:9][CH2:10][CH2:11][N:12]([CH2:23][C:24]1[CH:29]=[CH:28][CH:27]=[CH:26][CH:25]=1)[C:13]([O:15][CH2:16][C:17]1[CH:22]=[CH:21][CH:20]=[CH:19][CH:18]=1)=[O:14])=[N+:2]=[N-:3].[CH2:56]1[C:61](=[O:62])N(I)[C:58](=[O:59])[CH2:57]1.[Si](OS(C(F)(F)F)(=O)=O)(C)(C)C, predict the reaction product. The product is: [C:5]([O:30][C@@H:31]1[C@@H:58]([O:59][CH2:23][C:24]2[CH:29]=[CH:28][CH:27]=[CH:26][CH:25]=2)[C@@H:57]([O:15][CH2:16][C:17]2[CH:18]=[CH:19][CH:20]=[CH:21][CH:22]=2)[C@@H:56]([CH2:61][O:62][CH2:35][C:36]2[CH:45]=[CH:44][CH:43]=[CH:38][CH:37]=2)[O:46][CH:32]1[O:46][C@@H:32]1[C@@H:31]([CH2:47][O:48][CH2:49][C:50]2[CH:51]=[CH:52][CH:53]=[CH:54][CH:55]=2)[O:30][C@H:5]([O:6][CH2:7][CH2:8][CH2:9][CH2:10][CH2:11][N:12]([CH2:23][C:24]2[CH:25]=[CH:26][CH:27]=[CH:28][CH:29]=2)[C:13]([O:15][CH2:16][C:17]2[CH:22]=[CH:21][CH:20]=[CH:19][CH:18]=2)=[O:14])[C@H:4]([N:1]=[N+:2]=[N-:3])[C@H:33]1[O:34][CH2:35][C:36]1[CH:45]=[CH:44][C:43]2[C:38](=[CH:39][CH:40]=[CH:41][CH:42]=2)[CH:37]=1)(=[O:6])[CH3:4].